This data is from Full USPTO retrosynthesis dataset with 1.9M reactions from patents (1976-2016). The task is: Predict the reactants needed to synthesize the given product. (1) The reactants are: FC(F)(F)C(O)=O.[NH2:8][C:9]1[C:18]2[N:19]=[C:20]([CH2:33][O:34][N:35]=[C:36]([CH3:38])[CH3:37])[N:21]([CH2:22][CH2:23][CH2:24][NH:25]C(=O)OC(C)(C)C)[C:17]=2[C:16]2[CH:15]=[CH:14][CH:13]=[CH:12][C:11]=2[N:10]=1. Given the product [NH2:8][C:9]1[C:18]2[N:19]=[C:20]([CH2:33][O:34][N:35]=[C:36]([CH3:38])[CH3:37])[N:21]([CH2:22][CH2:23][CH2:24][NH2:25])[C:17]=2[C:16]2[CH:15]=[CH:14][CH:13]=[CH:12][C:11]=2[N:10]=1, predict the reactants needed to synthesize it. (2) The reactants are: [Cl:1][C:2]1[CH:16]=[CH:15][C:5]([O:6][C:7]2[CH:14]=[CH:13][CH:12]=[CH:11][C:8]=2C=O)=[CH:4][CH:3]=1.ClC1C=CC=C(C(OO)=[O:25])C=1.C(=O)(O)[O-].[Na+]. Given the product [Cl:1][C:2]1[CH:16]=[CH:15][C:5]([O:6][C:7]2[CH:14]=[CH:13][C:12]([OH:25])=[CH:11][CH:8]=2)=[CH:4][CH:3]=1, predict the reactants needed to synthesize it.